The task is: Predict the reactants needed to synthesize the given product.. This data is from Full USPTO retrosynthesis dataset with 1.9M reactions from patents (1976-2016). (1) Given the product [NH2:1][C:2]1[N:3]([CH3:25])[C:4](=[O:24])[C:5]2([C:12]3[CH:13]=[CH:14][C:15]([O:17][CH3:18])=[C:16]([CH3:35])[C:11]=3[CH2:10][CH2:9][C:8]3[CH:19]=[CH:20][C:21]([C:28]4[CH:27]=[N:26][CH:31]=[CH:30][CH:29]=4)=[CH:22][C:7]2=3)[N:6]=1, predict the reactants needed to synthesize it. The reactants are: [NH2:1][C:2]1[N:3]([CH3:25])[C:4](=[O:24])[C:5]2([C:12]3[CH:13]=[CH:14][C:15]([O:17][CH3:18])=[CH:16][C:11]=3[CH2:10][CH2:9][C:8]3[CH:19]=[CH:20][C:21](Br)=[CH:22][C:7]2=3)[N:6]=1.[N:26]1[CH:31]=[CH:30][CH:29]=[C:28](B(O)O)[CH:27]=1.[C:35]([O-])([O-])=O.[Na+].[Na+]. (2) Given the product [F:33][C:34]([F:39])([F:38])[C:35]([OH:37])=[O:36].[C:27]1([S:24]([N:18]2[CH2:17][CH2:16][C:15]3[C:20](=[CH:21][CH:22]=[CH:23][C:14]=3[N:11]3[CH2:10][CH2:9][NH:8][CH2:13][CH2:12]3)[CH2:19]2)(=[O:26])=[O:25])[CH:28]=[CH:29][CH:30]=[CH:31][CH:32]=1, predict the reactants needed to synthesize it. The reactants are: C(OC([N:8]1[CH2:13][CH2:12][N:11]([C:14]2[CH:23]=[CH:22][CH:21]=[C:20]3[C:15]=2[CH2:16][CH2:17][N:18]([S:24]([C:27]2[CH:32]=[CH:31][CH:30]=[CH:29][CH:28]=2)(=[O:26])=[O:25])[CH2:19]3)[CH2:10][CH2:9]1)=O)(C)(C)C.[F:33][C:34]([F:39])([F:38])[C:35]([OH:37])=[O:36]. (3) Given the product [NH2:8][CH2:7][CH:9]1[CH2:10][CH:11]2[N:16]([C:17]([O:19][C:20]([CH3:23])([CH3:22])[CH3:21])=[O:18])[CH:14]([CH2:13][CH2:12]2)[CH2:15]1, predict the reactants needed to synthesize it. The reactants are: [H-].[H-].[H-].[H-].[Li+].[Al+3].[C:7]([CH:9]1[CH2:15][CH:14]2[N:16]([C:17]([O:19][C:20]([CH3:23])([CH3:22])[CH3:21])=[O:18])[CH:11]([CH2:12][CH2:13]2)[CH2:10]1)#[N:8].O. (4) Given the product [C:1]([NH:5][S:6]([C:9]1[C:18]2[C:13](=[CH:14][CH:15]=[CH:16][CH:17]=2)[C:12]([C:19]2[N:20]([CH2:30][CH:31]3[CH2:32][CH2:33][CH2:34][CH2:35][CH2:36]3)[C:21]([CH3:29])=[C:22]([C:24]([OH:26])=[O:25])[N:23]=2)=[CH:11][CH:10]=1)(=[O:8])=[O:7])([CH3:4])([CH3:2])[CH3:3], predict the reactants needed to synthesize it. The reactants are: [C:1]([NH:5][S:6]([C:9]1[C:18]2[C:13](=[CH:14][CH:15]=[CH:16][CH:17]=2)[C:12]([C:19]2[N:20]([CH2:30][CH:31]3[CH2:36][CH2:35][CH2:34][CH2:33][CH2:32]3)[C:21]([CH3:29])=[C:22]([C:24]([O:26]CC)=[O:25])[N:23]=2)=[CH:11][CH:10]=1)(=[O:8])=[O:7])([CH3:4])([CH3:3])[CH3:2].[OH-].[K+].Cl. (5) Given the product [CH:1]1([C@@H:7]([NH:9][C:10]([C:12]2[C:21]3[C:16](=[CH:17][CH:18]=[CH:19][CH:20]=3)[N:15]=[C:14]([C:22]3[S:23][CH:24]=[CH:25][CH:26]=3)[C:13]=2[CH2:27][N:28]2[CH2:29][CH2:30][N:31]([C:36](=[O:37])[C:35]([OH:34])([CH3:40])[CH3:39])[CH2:32][CH2:33]2)=[O:11])[CH3:8])[CH2:6][CH2:5][CH2:4][CH2:3][CH2:2]1, predict the reactants needed to synthesize it. The reactants are: [CH:1]1([C@@H:7]([NH:9][C:10]([C:12]2[C:21]3[C:16](=[CH:17][CH:18]=[CH:19][CH:20]=3)[N:15]=[C:14]([C:22]3[S:23][CH:24]=[CH:25][CH:26]=3)[C:13]=2[CH2:27][N:28]2[CH2:33][CH2:32][NH:31][CH2:30][CH2:29]2)=[O:11])[CH3:8])[CH2:6][CH2:5][CH2:4][CH2:3][CH2:2]1.[OH:34][C:35]([CH3:40])([CH3:39])[C:36](O)=[O:37]. (6) Given the product [CH3:1][O:2][C:3]([C:5]1[CH:10]([C:11]2[CH:12]=[CH:13][C:14]([C:17]#[N:18])=[CH:15][CH:16]=2)[N:9]2[C:19](=[O:23])[N:20]([CH3:22])[N:21]=[C:8]2[N:7]([C:31]2[CH:30]=[CH:29][CH:28]=[C:27]([C:26]([F:37])([F:36])[F:25])[CH:32]=2)[C:6]=1[CH3:24])=[O:4], predict the reactants needed to synthesize it. The reactants are: [CH3:1][O:2][C:3]([C:5]1[CH:10]([C:11]2[CH:16]=[CH:15][C:14]([C:17]#[N:18])=[CH:13][CH:12]=2)[N:9]2[C:19](=[O:23])[N:20]([CH3:22])[N:21]=[C:8]2[NH:7][C:6]=1[CH3:24])=[O:4].[F:25][C:26]([F:37])([F:36])[C:27]1[CH:28]=[C:29](B(O)O)[CH:30]=[CH:31][CH:32]=1.CCN(CC)CC.